Dataset: Full USPTO retrosynthesis dataset with 1.9M reactions from patents (1976-2016). Task: Predict the reactants needed to synthesize the given product. (1) Given the product [CH3:1][C:2]1[CH:3]=[C:4]([CH:42]=[CH:43][CH:44]=1)[CH2:5][N:6]1[CH:10]=[C:9]([C:11]2[C:19]3[C:14](=[N:15][CH:16]=[C:17]([C:20]4[CH:21]=[CH:22][C:23]([N:26]5[CH2:27][CH2:28][N:29]([CH2:45][C@@H:46]([OH:47])[CH3:48])[CH2:30][CH2:31]5)=[CH:24][CH:25]=4)[CH:18]=3)[N:13]([S:32]([C:35]3[CH:41]=[CH:40][C:38]([CH3:39])=[CH:37][CH:36]=3)(=[O:34])=[O:33])[CH:12]=2)[CH:8]=[N:7]1, predict the reactants needed to synthesize it. The reactants are: [CH3:1][C:2]1[CH:3]=[C:4]([CH:42]=[CH:43][CH:44]=1)[CH2:5][N:6]1[CH:10]=[C:9]([C:11]2[C:19]3[C:14](=[N:15][CH:16]=[C:17]([C:20]4[CH:25]=[CH:24][C:23]([N:26]5[CH2:31][CH2:30][NH:29][CH2:28][CH2:27]5)=[CH:22][CH:21]=4)[CH:18]=3)[N:13]([S:32]([C:35]3[CH:41]=[CH:40][C:38]([CH3:39])=[CH:37][CH:36]=3)(=[O:34])=[O:33])[CH:12]=2)[CH:8]=[N:7]1.[CH3:45][C@H:46]1[CH2:48][O:47]1.CCN(C(C)C)C(C)C. (2) Given the product [OH:22][C:19]1[CH:20]=[CH:21][C:16]([C:12]2[N:11]=[C:10]([C:6]3[CH:5]=[C:4]([CH:9]=[CH:8][CH:7]=3)[C:3]([OH:25])=[O:2])[CH:15]=[N:14][CH:13]=2)=[CH:17][C:18]=1[O:23][CH3:24], predict the reactants needed to synthesize it. The reactants are: C[O:2][C:3](=[O:25])[C:4]1[CH:9]=[CH:8][CH:7]=[C:6]([C:10]2[CH:15]=[N:14][CH:13]=[C:12]([C:16]3[CH:21]=[CH:20][C:19]([OH:22])=[C:18]([O:23][CH3:24])[CH:17]=3)[N:11]=2)[CH:5]=1.[OH-].[Na+].Cl. (3) Given the product [Br:18][C:8]1[N:6]2[N:7]=[C:2]([Cl:1])[CH:3]=[CH:4][C:5]2=[N:10][CH:9]=1, predict the reactants needed to synthesize it. The reactants are: [Cl:1][C:2]1[CH:3]=[CH:4][C:5]2[N:6]([CH:8]=[CH:9][N:10]=2)[N:7]=1.C1C(=O)N([Br:18])C(=O)C1.C(O)(C(F)(F)F)=O.